The task is: Predict the product of the given reaction.. This data is from Forward reaction prediction with 1.9M reactions from USPTO patents (1976-2016). (1) Given the reactants Cl.[NH:2]1[CH2:7][CH2:6][CH:5]([CH2:8][NH:9][C:10]([C:12]2[C:20]3[N:19]=[C:18]([C:21]([CH3:24])([CH3:23])[CH3:22])[NH:17][C:16]=3[CH:15]=[CH:14][CH:13]=2)=[O:11])[CH2:4][CH2:3]1.[CH:25]([N:28]([CH2:32][CH3:33])[CH:29]([CH3:31])C)(C)C.[C:34]([O:38][C:39](N1CCC(C=O)CC1)=[O:40])([CH3:37])([CH3:36])[CH3:35].[C:49](O[BH-](OC(=O)C)OC(=O)C)(=O)C.[Na+], predict the reaction product. The product is: [C:34]([O:38][C:39]([N:2]1[CH2:7][CH2:6][CH:5]([CH2:8][NH:9][C:10]([C:12]2[C:20]3[N:19]=[C:18]([C:21]([CH3:24])([CH3:23])[CH3:22])[NH:17][C:16]=3[CH:15]=[CH:14][CH:13]=2)=[O:11])[CH2:4][CH:3]1[CH2:25][N:28]1[CH2:29][CH2:31][CH2:49][CH2:33][CH2:32]1)=[O:40])([CH3:37])([CH3:36])[CH3:35]. (2) The product is: [F:20][C:17]([F:18])([F:19])[C:10]1[CH:11]=[C:12]2[C:7]([C:6]3[CH:5]=[C:4]([NH2:1])[CH:16]=[CH:15][C:14]=3[NH:13]2)=[CH:8][CH:9]=1. Given the reactants [N+:1]([C:4]1[CH:5]=[C:6]2[C:14](=[CH:15][CH:16]=1)[NH:13][C:12]1[CH:11]=[C:10]([C:17]([F:20])([F:19])[F:18])[CH:9]=[CH:8][C:7]2=1)([O-])=O, predict the reaction product.